Dataset: Full USPTO retrosynthesis dataset with 1.9M reactions from patents (1976-2016). Task: Predict the reactants needed to synthesize the given product. (1) Given the product [NH2:8][C:5]1[CH:6]=[CH:7][C:2]([CH3:1])=[C:3]([O:11][CH3:12])[CH:4]=1, predict the reactants needed to synthesize it. The reactants are: [CH3:1][C:2]1[CH:7]=[CH:6][C:5]([N+:8]([O-])=O)=[CH:4][C:3]=1[O:11][CH3:12]. (2) Given the product [ClH:29].[ClH:29].[NH2:1][C@@H:2]([CH2:23][CH:24]([CH3:26])[CH3:25])[CH2:3][O:4][C:5]1[CH:6]=[CH:7][C:8]2[C:18]3[C:13](=[CH:14][N:15]=[C:16]([NH2:19])[CH:17]=3)[CH2:12][O:11][C:9]=2[CH:10]=1, predict the reactants needed to synthesize it. The reactants are: [NH2:1][C@@H:2]([CH2:23][CH:24]([CH3:26])[CH3:25])[CH2:3][O:4][C:5]1[CH:6]=[CH:7][C:8]2[C:18]3[C:13](=[CH:14][N:15]=[C:16]([NH:19]C(=O)C)[CH:17]=3)[CH2:12][O:11][C:9]=2[CH:10]=1.[OH-].[Na+].[ClH:29].C(OCC)C. (3) Given the product [F:1][C:2]1[CH:9]=[C:8]([NH:12][NH2:13])[CH:7]=[CH:6][C:3]=1[C:4]#[N:5], predict the reactants needed to synthesize it. The reactants are: [F:1][C:2]1[CH:9]=[C:8](F)[CH:7]=[CH:6][C:3]=1[C:4]#[N:5].O.[NH2:12][NH2:13].